This data is from Peptide-MHC class II binding affinity with 134,281 pairs from IEDB. The task is: Regression. Given a peptide amino acid sequence and an MHC pseudo amino acid sequence, predict their binding affinity value. This is MHC class II binding data. (1) The peptide sequence is LMMLVSVAGRV. The MHC is HLA-DQA10103-DQB10603 with pseudo-sequence HLA-DQA10103-DQB10603. The binding affinity (normalized) is 0.341. (2) The peptide sequence is WDDLRSLCLFSYHRLR. The MHC is HLA-DQA10501-DQB10201 with pseudo-sequence HLA-DQA10501-DQB10201. The binding affinity (normalized) is 0.392. (3) The peptide sequence is MVTMLSPMLHHWIKV. The MHC is DRB3_0301 with pseudo-sequence DRB3_0301. The binding affinity (normalized) is 0.540. (4) The MHC is DRB1_0701 with pseudo-sequence DRB1_0701. The peptide sequence is FKKWCGMLSTKSIDL. The binding affinity (normalized) is 0.757. (5) The peptide sequence is AAGVAAWSLIALMIP. The MHC is DRB1_1001 with pseudo-sequence DRB1_1001. The binding affinity (normalized) is 0.720. (6) The peptide sequence is NALSVLDKIYTSPLC. The MHC is HLA-DQA10201-DQB10202 with pseudo-sequence HLA-DQA10201-DQB10202. The binding affinity (normalized) is 0.319. (7) The peptide sequence is VLEKLELLQRRFGGT. The MHC is DRB3_0101 with pseudo-sequence DRB3_0101. The binding affinity (normalized) is 0.326.